Dataset: Full USPTO retrosynthesis dataset with 1.9M reactions from patents (1976-2016). Task: Predict the reactants needed to synthesize the given product. Given the product [NH:11]([CH2:2][CH2:1][P:3](=[O:10])([O:7][CH2:8][CH3:9])[O:4][CH2:5][CH3:6])[CH2:2][CH2:1][P:3](=[O:10])([O:7][CH2:8][CH3:9])[O:4][CH2:5][CH3:6], predict the reactants needed to synthesize it. The reactants are: [CH:1]([P:3](=[O:10])([O:7][CH2:8][CH3:9])[O:4][CH2:5][CH3:6])=[CH2:2].[NH3:11].